Dataset: Full USPTO retrosynthesis dataset with 1.9M reactions from patents (1976-2016). Task: Predict the reactants needed to synthesize the given product. (1) Given the product [CH3:12][C@@H:10]1[O:11][C:4](=[O:3])[C@H:6]([CH3:7])[O:14][C:9]1=[O:13], predict the reactants needed to synthesize it. The reactants are: CC[O:3][C:4]([C@@H:6](O)[CH3:7])=O.[C:9]([OH:14])(=[O:13])[C@H:10]([CH3:12])[OH:11].C(O)(=O)C(C)O. (2) Given the product [CH2:1]([S:8][C:9]1[C:17]2[C:12](=[CH:13][CH:14]=[C:15]([CH:18]3[C:22]([C:23]#[N:24])=[C:21]([CH3:25])[NH:20][C:16]([CH3:15])=[C:17]3[C:9]#[N:10])[CH:16]=2)[NH:11][N:10]=1)[C:2]1[CH:7]=[CH:6][CH:5]=[CH:4][CH:3]=1, predict the reactants needed to synthesize it. The reactants are: [CH2:1]([S:8][C:9]1[C:17]2[C:12](=[CH:13][CH:14]=[C:15]([CH:18]=O)[CH:16]=2)[NH:11][N:10]=1)[C:2]1[CH:7]=[CH:6][CH:5]=[CH:4][CH:3]=1.[NH2:20][C:21]([CH3:25])=[CH:22][C:23]#[N:24]. (3) The reactants are: [OH-].[Na+].C(O)C.C1COCC1.[F:11][C:12]1[CH:21]=[C:20]([F:22])[CH:19]=[C:18]2[C:13]=1[C:14]([NH:30][C:31]1[C:36]([C:37]([O:39]CC)=[O:38])=[CH:35][N:34]=[C:33]([N:42]3[CH2:47][CH2:46][O:45][CH2:44][CH2:43]3)[N:32]=1)=[C:15]([CH3:29])[C:16]([C:23]1[CH:28]=[CH:27][CH:26]=[CH:25][N:24]=1)=[N:17]2. Given the product [F:11][C:12]1[CH:21]=[C:20]([F:22])[CH:19]=[C:18]2[C:13]=1[C:14]([NH:30][C:31]1[C:36]([C:37]([OH:39])=[O:38])=[CH:35][N:34]=[C:33]([N:42]3[CH2:47][CH2:46][O:45][CH2:44][CH2:43]3)[N:32]=1)=[C:15]([CH3:29])[C:16]([C:23]1[CH:28]=[CH:27][CH:26]=[CH:25][N:24]=1)=[N:17]2, predict the reactants needed to synthesize it. (4) Given the product [CH2:10]([NH:6][C:47]([C:44]1[CH:43]=[CH:42][C:41]([C:38]2[CH:37]=[CH:36][C:35]([C@@H:33]([N:29]3[CH2:28][CH2:27][C@:26]([CH2:25][C:24]([OH:23])([CH3:56])[CH3:57])([C:50]4[CH:51]=[CH:52][CH:53]=[CH:54][CH:55]=4)[O:31][C:30]3=[O:32])[CH3:34])=[CH:40][CH:39]=2)=[CH:46][N:45]=1)=[O:49])[CH3:9], predict the reactants needed to synthesize it. The reactants are: F[B-](F)(F)F.[N:6]1(OC(N(C)C)=[N+](C)C)[C:10]2C=CC=C[C:9]=2N=N1.[OH:23][C:24]([CH3:57])([CH3:56])[CH2:25][C@@:26]1([C:50]2[CH:55]=[CH:54][CH:53]=[CH:52][CH:51]=2)[O:31][C:30](=[O:32])[N:29]([C@H:33]([C:35]2[CH:40]=[CH:39][C:38]([C:41]3[CH:42]=[CH:43][C:44]([C:47]([OH:49])=O)=[N:45][CH:46]=3)=[CH:37][CH:36]=2)[CH3:34])[CH2:28][CH2:27]1.C(N(C(C)C)CC)(C)C.C(N)C. (5) Given the product [NH4+:11].[OH-:2].[CH3:48][OH:49].[CH2:52]([Cl:54])[Cl:51].[CH3:3][CH2:4][O:49][C:48]([CH3:47])=[O:50].[CH3:1][O:2][C:3]1[CH:8]=[CH:7][CH:6]=[CH:5][C:4]=1[C:9]1[C:17]2[C:12](=[N:13][CH:14]=[C:15]([C:18]3[CH:19]=[C:20]([N:43]4[CH2:44][CH2:45][N:40]([CH2:39][CH2:38][N:37]([CH3:46])[CH3:36])[CH2:41][CH2:42]4)[CH:21]=[N:22][CH:23]=3)[CH:16]=2)[NH:11][CH:10]=1, predict the reactants needed to synthesize it. The reactants are: [CH3:1][O:2][C:3]1[CH:8]=[CH:7][CH:6]=[CH:5][C:4]=1[C:9]1[C:17]2[C:12](=[N:13][CH:14]=[C:15]([C:18]3[CH:19]=[C:20](C=O)[CH:21]=[N:22][CH:23]=3)[CH:16]=2)[N:11](S(C2C=CC(C)=CC=2)(=O)=O)[CH:10]=1.[CH3:36][N:37]([CH3:46])[CH2:38][CH2:39][N:40]1[CH2:45][CH2:44][NH:43][CH2:42][CH2:41]1.[CH3:47][C:48]([OH:50])=[O:49].[Cl:51][CH:52]([Cl:54])C.